Dataset: Reaction yield outcomes from USPTO patents with 853,638 reactions. Task: Predict the reaction yield, written as a fraction of the theoretical maximum amount of product (1.0 means a 100% yield; for example, 0.34 means a 34% yield). (1) The reactants are [Br:1][C:2]1[CH:11]=[C:10]2[C:5]([CH:6]=[CH:7][C:8](Cl)=[N:9]2)=[CH:4][CH:3]=1.[CH3:13][NH2:14].C(O)C. No catalyst specified. The product is [Br:1][C:2]1[CH:11]=[C:10]2[C:5]([CH:6]=[CH:7][C:8]([NH:14][CH3:13])=[N:9]2)=[CH:4][CH:3]=1. The yield is 0.700. (2) The reactants are C(=O)([O-])[O-].[K+].[K+].[CH3:7][O:8][C:9]1[CH:10]=[C:11]([OH:17])[CH:12]=[CH:13][C:14]=1[O:15][CH3:16].Br[CH2:19][C:20]#[N:21]. The catalyst is CC(C)=O. The product is [CH3:7][O:8][C:9]1[CH:10]=[C:11]([CH:12]=[CH:13][C:14]=1[O:15][CH3:16])[O:17][CH2:19][C:20]#[N:21]. The yield is 0.980. (3) The reactants are [C:1]([C:3]1[CH:24]=[CH:23][C:6]([CH2:7][CH:8]([CH2:21][OH:22])[CH2:9][CH2:10][C:11]2[CH:20]=[CH:19][C:14]([C:15]([O:17][CH3:18])=[O:16])=[CH:13][CH:12]=2)=[CH:5][CH:4]=1)#[N:2].[Cr](Cl)([O-])(=O)=O.[NH+]1C=CC=CC=1. The catalyst is ClCCl. The product is [C:1]([C:3]1[CH:4]=[CH:5][C:6]([CH2:7][CH:8]([CH:21]=[O:22])[CH2:9][CH2:10][C:11]2[CH:12]=[CH:13][C:14]([C:15]([O:17][CH3:18])=[O:16])=[CH:19][CH:20]=2)=[CH:23][CH:24]=1)#[N:2]. The yield is 0.690. (4) The catalyst is C1COCC1. The product is [OH:36][CH2:35][C:33]1[N:34]=[C:30]([NH:29][C:27](=[O:28])[O:26][C:23]([CH3:24])([CH3:22])[CH3:25])[S:31][CH:32]=1. The yield is 0.970. The reactants are [H-].COCCO[Al+]OCCOC.[Na+].[H-].C1(C)C=CC=CC=1.[CH3:22][C:23]([O:26][C:27]([NH:29][C:30]1[S:31][CH:32]=[C:33]([C:35](OCC)=[O:36])[N:34]=1)=[O:28])([CH3:25])[CH3:24].O. (5) The reactants are [C:1]([NH:4][C:5]1[C:13]2[C:8](=[N:9][CH:10]=[CH:11][C:12]=2[N:14]2[CH2:19][CH2:18][N:17]([C:20](=[O:41])[C@@H:21]([C:34]3[CH:39]=[CH:38][C:37]([Cl:40])=[CH:36][CH:35]=3)[CH2:22][N:23]([CH:31]([CH3:33])[CH3:32])C(=O)OC(C)(C)C)[CH2:16][CH2:15]2)[NH:7][CH:6]=1)(=[O:3])[CH3:2].C(O)(C(F)(F)F)=O.C1(N)C(F)=C(F)C(F)=C(N)C=1F.Cl.Cl. The catalyst is C(Cl)Cl. The product is [Cl:40][C:37]1[CH:38]=[CH:39][C:34]([C@@H:21]([CH2:22][NH:23][CH:31]([CH3:33])[CH3:32])[C:20]([N:17]2[CH2:16][CH2:15][N:14]([C:12]3[CH:11]=[CH:10][N:9]=[C:8]4[NH:7][CH:6]=[C:5]([NH:4][C:1](=[O:3])[CH3:2])[C:13]=34)[CH2:19][CH2:18]2)=[O:41])=[CH:35][CH:36]=1. The yield is 0.850. (6) The reactants are [OH:1][C@:2]([CH3:11])([CH2:9][OH:10])[C:3]([N:5]([O:7][CH3:8])[CH3:6])=[O:4].CO[C:14](OC)([CH3:16])[CH3:15].O.CC1C=CC(S(O)(=O)=O)=CC=1. No catalyst specified. The product is [CH3:8][O:7][N:5]([CH3:6])[C:3]([C@@:2]1([CH3:11])[CH2:9][O:10][C:14]([CH3:16])([CH3:15])[O:1]1)=[O:4]. The yield is 0.575. (7) The reactants are O[CH:2]([C:4]1[CH:9]=[CH:8][CH:7]=[C:6]([CH3:10])[N:5]=1)[CH3:3].S(Cl)([Cl:13])=O. The catalyst is C(Cl)Cl. The product is [ClH:13].[Cl:13][CH:2]([C:4]1[CH:9]=[CH:8][CH:7]=[C:6]([CH3:10])[N:5]=1)[CH3:3]. The yield is 0.850. (8) The yield is 0.980. The product is [NH2:15][CH:8]([CH2:9][CH2:41][CH2:40][OH:39])[CH2:1][OH:2].[ClH:35].[OH:18][C:17]([CH:19]([C:21]1[CH:34]=[CH:33][CH:32]=[C:23]([C:24]([C:26]2[CH:27]=[CH:28][CH:29]=[CH:30][CH:31]=2)=[O:25])[CH:22]=1)[CH3:20])=[O:16]. The catalyst is ClCCl. The reactants are [C:1]([C:8]([NH2:15])(O)[CH2:9]CCCO)(OC(C)(C)C)=[O:2].[OH:16][C:17]([CH:19]([C:21]1[CH:34]=[CH:33][CH:32]=[C:23]([C:24]([C:26]2[CH:31]=[CH:30][CH:29]=[CH:28][CH:27]=2)=[O:25])[CH:22]=1)[CH3:20])=[O:18].[ClH:35].C([O:39][CH2:40][CH3:41])(=O)C.CCCCCC. (9) The reactants are [NH:1]([C:8]1[N:9]([C:21]2[CH:26]=[CH:25][CH:24]=[CH:23][CH:22]=2)[C:10]2[C:15]([C:16](=[O:18])[CH:17]=1)=[C:14](Cl)[N:13]=[C:12]([CH3:20])[CH:11]=2)[C:2]1[CH:7]=[CH:6][CH:5]=[CH:4][CH:3]=1.Cl.[CH2:28]([O:30][C:31](=[O:34])[CH2:32][NH2:33])[CH3:29]. The catalyst is CCO. The product is [NH:1]([C:8]1[N:9]([C:21]2[CH:26]=[CH:25][CH:24]=[CH:23][CH:22]=2)[C:10]2[C:15]([C:16](=[O:18])[CH:17]=1)=[C:14]([NH:33][CH2:32][C:31]([O:30][CH2:28][CH3:29])=[O:34])[N:13]=[C:12]([CH3:20])[CH:11]=2)[C:2]1[CH:7]=[CH:6][CH:5]=[CH:4][CH:3]=1. The yield is 0.460.